This data is from Forward reaction prediction with 1.9M reactions from USPTO patents (1976-2016). The task is: Predict the product of the given reaction. (1) Given the reactants [Br:1][C:2]1[S:6][C:5]([CH:7]=[O:8])=[CH:4][C:3]=1[C:9]1[C:10]([F:15])=[N:11][CH:12]=[CH:13][CH:14]=1.Cl([O-])=[O:17].[Na+].P([O-])(O)(O)=O.[Na+].CC(=CC)C, predict the reaction product. The product is: [Br:1][C:2]1[S:6][C:5]([C:7]([OH:17])=[O:8])=[CH:4][C:3]=1[C:9]1[C:10]([F:15])=[N:11][CH:12]=[CH:13][CH:14]=1. (2) Given the reactants [Cl:1][C:2]1[CH:3]=[C:4]2[C:9](=[CH:10][CH:11]=1)[C:8]([CH3:13])([CH3:12])[C:7](=[O:14])[C:6]([C:15](OCC)=[O:16])=[C:5]2[OH:20].Cl.[CH3:22][O:23][C:24](=[O:27])[CH2:25][NH2:26].CN1CCCC1=O, predict the reaction product. The product is: [Cl:1][C:2]1[CH:3]=[C:4]2[C:9](=[CH:10][CH:11]=1)[C:8]([CH3:12])([CH3:13])[C:7](=[O:14])[C:6]([C:15]([NH:26][CH2:25][C:24]([O:23][CH3:22])=[O:27])=[O:16])=[C:5]2[OH:20]. (3) Given the reactants [CH3:1][O:2][C:3]1[CH:8]=[C:7]([O:9][C:10]([F:13])([F:12])[F:11])[CH:6]=[CH:5][C:4]=1[C:14]1[C:19]([CH3:20])=[CH:18][C:17]([N+:21]([O-:23])=[O:22])=[CH:16][N+:15]=1[O-].O=P(Cl)(Cl)[Cl:27], predict the reaction product. The product is: [Cl:27][C:16]1[C:17]([N+:21]([O-:23])=[O:22])=[CH:18][C:19]([CH3:20])=[C:14]([C:4]2[CH:5]=[CH:6][C:7]([O:9][C:10]([F:13])([F:12])[F:11])=[CH:8][C:3]=2[O:2][CH3:1])[N:15]=1. (4) The product is: [CH3:12][NH:13][CH2:7][C:6]1[CH:9]=[CH:10][CH:11]=[C:4]([N+:1]([O-:3])=[O:2])[CH:5]=1. Given the reactants [N+:1]([C:4]1[CH:5]=[C:6]([CH:9]=[CH:10][CH:11]=1)[CH:7]=O)([O-:3])=[O:2].[CH3:12][NH2:13].[BH4-].[Na+], predict the reaction product. (5) Given the reactants Br[C:2]1[CH:7]=[CH:6][C:5]([CH3:8])=[CH:4][C:3]=1[C:9]([N:11]1[CH2:16][CH2:15][CH2:14][C@@H:13]([CH3:17])[C@H:12]1[CH2:18][NH:19][C:20]1[CH:25]=[CH:24][C:23]([C:26]([F:29])([F:28])[F:27])=[CH:22][N:21]=1)=[O:10].COC1C=CC=C(OC)C=1C1C=CC=CC=1P(C1CCCCC1)C1CCCCC1.[CH3:59][N:60](C=O)C, predict the reaction product. The product is: [CH3:8][C:5]1[CH:6]=[CH:7][C:2]([C:59]#[N:60])=[C:3]([C:9]([N:11]2[CH2:16][CH2:15][CH2:14][C@@H:13]([CH3:17])[C@H:12]2[CH2:18][NH:19][C:20]2[CH:25]=[CH:24][C:23]([C:26]([F:28])([F:29])[F:27])=[CH:22][N:21]=2)=[O:10])[CH:4]=1. (6) Given the reactants Cl[C:2]1[CH:3]=[CH:4][C:5]2[N:6]([C:8]([CH:11]([C:13]3[CH:14]=[C:15]4[C:20](=[CH:21][CH:22]=3)[N:19]=[CH:18][CH:17]=[CH:16]4)[OH:12])=[CH:9][N:10]=2)[N:7]=1.[CH3:23][N:24]1[CH:28]=[C:27](B2OC(C)(C)C(C)(C)O2)[CH:26]=[N:25]1.C([O-])([O-])=O.[Na+].[Na+].COCCOC, predict the reaction product. The product is: [CH3:23][N:24]1[CH:28]=[C:27]([C:2]2[CH:3]=[CH:4][C:5]3[N:6]([C:8]([CH:11]([C:13]4[CH:14]=[C:15]5[C:20](=[CH:21][CH:22]=4)[N:19]=[CH:18][CH:17]=[CH:16]5)[OH:12])=[CH:9][N:10]=3)[N:7]=2)[CH:26]=[N:25]1. (7) Given the reactants [Cl:1][C:2]1[CH:3]=[C:4]([C:37]2[CH:42]=[CH:41][C:40]([F:43])=[CH:39][CH:38]=2)[CH:5]=[C:6]([Cl:36])[C:7]=1[CH2:8][C@@H:9]1[CH2:13][C@@H:12]([CH2:14][O:15]C(C2C=CC=CC=2)(C2C=CC=CC=2)C2C=CC=CC=2)[O:11][C:10]1=[O:35].C(=O)(O)[O-].[Na+], predict the reaction product. The product is: [Cl:1][C:2]1[CH:3]=[C:4]([C:37]2[CH:38]=[CH:39][C:40]([F:43])=[CH:41][CH:42]=2)[CH:5]=[C:6]([Cl:36])[C:7]=1[CH2:8][C@@H:9]1[CH2:13][C@@H:12]([CH2:14][OH:15])[O:11][C:10]1=[O:35]. (8) Given the reactants [NH2:1][C:2]1[C:3]2[C:10]([C:11]3[CH:16]=[CH:15][CH:14]=[C:13]([O:17][CH2:18][CH:19]4[CH2:23][CH2:22][C:21]([CH3:25])([CH3:24])[O:20]4)[CH:12]=3)=[CH:9][N:8]([C@@H:26]3[CH2:29][C@H:28]([CH2:30]O)[CH2:27]3)[C:4]=2[N:5]=[CH:6][N:7]=1.[NH:32]1[CH2:35][CH:34]([C:36]([NH2:38])=[O:37])[CH2:33]1, predict the reaction product. The product is: [NH2:1][C:2]1[C:3]2[C:10]([C:11]3[CH:16]=[CH:15][CH:14]=[C:13]([O:17][CH2:18][CH:19]4[CH2:23][CH2:22][C:21]([CH3:25])([CH3:24])[O:20]4)[CH:12]=3)=[CH:9][N:8]([C@@H:26]3[CH2:27][C@H:28]([CH2:30][N:32]4[CH2:35][CH:34]([C:36]([NH2:38])=[O:37])[CH2:33]4)[CH2:29]3)[C:4]=2[N:5]=[CH:6][N:7]=1. (9) The product is: [CH2:1]([O:3][C:4](=[O:23])[CH2:5][C:6]1[CH:7]=[CH:8][C:9]([NH:12][C:13]2[C:18]([NH2:19])=[C:17]([Cl:22])[N:16]=[CH:15][N:14]=2)=[CH:10][CH:11]=1)[CH3:2]. Given the reactants [CH2:1]([O:3][C:4](=[O:23])[CH2:5][C:6]1[CH:11]=[CH:10][C:9]([NH:12][C:13]2[C:18]([N+:19]([O-])=O)=[C:17]([Cl:22])[N:16]=[CH:15][N:14]=2)=[CH:8][CH:7]=1)[CH3:2], predict the reaction product. (10) The product is: [C:36]([O:40][C:41](=[O:46])[NH:42][CH2:43][CH2:44][NH:45][C:14](=[O:15])[CH2:13][CH2:12][O:11][C:10]1[CH:17]=[CH:18][CH:19]=[CH:20][C:9]=1[N:8]([C:6](=[O:7])[C:5]1[CH:22]=[CH:23][C:2]([Cl:1])=[C:3]([C:24]2[CH:25]=[N:26][C:27]([C:32]([F:34])([F:35])[F:33])=[CH:28][C:29]=2[C:30]#[N:31])[CH:4]=1)[CH3:21])([CH3:39])([CH3:37])[CH3:38]. Given the reactants [Cl:1][C:2]1[CH:23]=[CH:22][C:5]([C:6]([N:8]([CH3:21])[C:9]2[CH:20]=[CH:19][CH:18]=[CH:17][C:10]=2[O:11][CH2:12][CH2:13][C:14](O)=[O:15])=[O:7])=[CH:4][C:3]=1[C:24]1[CH:25]=[N:26][C:27]([C:32]([F:35])([F:34])[F:33])=[CH:28][C:29]=1[C:30]#[N:31].[C:36]([O:40][C:41](=[O:46])[NH:42][CH2:43][CH2:44][NH2:45])([CH3:39])([CH3:38])[CH3:37].CCN=C=NCCCN(C)C.C1C=CC2N(O)N=NC=2C=1.CCN(C(C)C)C(C)C, predict the reaction product.